This data is from Forward reaction prediction with 1.9M reactions from USPTO patents (1976-2016). The task is: Predict the product of the given reaction. Given the reactants C([O:3][C:4]([C:6]1[C:7](=[O:29])[C:8]2[C:9]([N:14]([CH2:16][C:17]3[CH:22]=[CH:21][CH:20]=[CH:19][C:18]=3[C:23]3[CH:28]=[CH:27][CH:26]=[CH:25][CH:24]=3)[CH:15]=1)=[N:10][CH:11]=[CH:12][N:13]=2)=[O:5])C.C1(C2C=CC=CC=2)C=CC=CC=1CN1C2C(=NC=CC=2)C(=O)C(C(O)=O)=C1, predict the reaction product. The product is: [C:18]1([C:23]2[CH:28]=[CH:27][CH:26]=[CH:25][CH:24]=2)[CH:19]=[CH:20][CH:21]=[CH:22][C:17]=1[CH2:16][N:14]1[C:9]2=[N:10][CH:11]=[CH:12][N:13]=[C:8]2[C:7](=[O:29])[C:6]([C:4]([OH:5])=[O:3])=[CH:15]1.